Dataset: NCI-60 drug combinations with 297,098 pairs across 59 cell lines. Task: Regression. Given two drug SMILES strings and cell line genomic features, predict the synergy score measuring deviation from expected non-interaction effect. (1) Drug 1: CC1=C2C(C(=O)C3(C(CC4C(C3C(C(C2(C)C)(CC1OC(=O)C(C(C5=CC=CC=C5)NC(=O)OC(C)(C)C)O)O)OC(=O)C6=CC=CC=C6)(CO4)OC(=O)C)O)C)O. Drug 2: CC1=C(C(=O)C2=C(C1=O)N3CC4C(C3(C2COC(=O)N)OC)N4)N. Cell line: A498. Synergy scores: CSS=26.6, Synergy_ZIP=-8.60, Synergy_Bliss=-4.08, Synergy_Loewe=-4.32, Synergy_HSA=-3.15. (2) Drug 1: CN(C)N=NC1=C(NC=N1)C(=O)N. Drug 2: CCC1(CC2CC(C3=C(CCN(C2)C1)C4=CC=CC=C4N3)(C5=C(C=C6C(=C5)C78CCN9C7C(C=CC9)(C(C(C8N6C)(C(=O)OC)O)OC(=O)C)CC)OC)C(=O)OC)O.OS(=O)(=O)O. Cell line: IGROV1. Synergy scores: CSS=25.2, Synergy_ZIP=-9.60, Synergy_Bliss=1.50, Synergy_Loewe=-5.81, Synergy_HSA=3.12. (3) Drug 1: C1CCN(CC1)CCOC2=CC=C(C=C2)C(=O)C3=C(SC4=C3C=CC(=C4)O)C5=CC=C(C=C5)O. Drug 2: CCC1=CC2CC(C3=C(CN(C2)C1)C4=CC=CC=C4N3)(C5=C(C=C6C(=C5)C78CCN9C7C(C=CC9)(C(C(C8N6C)(C(=O)OC)O)OC(=O)C)CC)OC)C(=O)OC.C(C(C(=O)O)O)(C(=O)O)O. Cell line: BT-549. Synergy scores: CSS=29.4, Synergy_ZIP=-0.141, Synergy_Bliss=-3.40, Synergy_Loewe=-23.7, Synergy_HSA=-4.14. (4) Drug 1: CC1=C(C=C(C=C1)NC2=NC=CC(=N2)N(C)C3=CC4=NN(C(=C4C=C3)C)C)S(=O)(=O)N.Cl. Drug 2: CC12CCC3C(C1CCC2O)C(CC4=C3C=CC(=C4)O)CCCCCCCCCS(=O)CCCC(C(F)(F)F)(F)F. Cell line: UACC62. Synergy scores: CSS=4.67, Synergy_ZIP=-0.544, Synergy_Bliss=1.19, Synergy_Loewe=2.64, Synergy_HSA=1.44. (5) Drug 1: C#CCC(CC1=CN=C2C(=N1)C(=NC(=N2)N)N)C3=CC=C(C=C3)C(=O)NC(CCC(=O)O)C(=O)O. Drug 2: B(C(CC(C)C)NC(=O)C(CC1=CC=CC=C1)NC(=O)C2=NC=CN=C2)(O)O. Cell line: OVCAR3. Synergy scores: CSS=41.0, Synergy_ZIP=2.80, Synergy_Bliss=1.92, Synergy_Loewe=-1.37, Synergy_HSA=-1.88. (6) Drug 1: CNC(=O)C1=CC=CC=C1SC2=CC3=C(C=C2)C(=NN3)C=CC4=CC=CC=N4. Drug 2: CC12CCC3C(C1CCC2O)C(CC4=C3C=CC(=C4)O)CCCCCCCCCS(=O)CCCC(C(F)(F)F)(F)F. Cell line: OVCAR3. Synergy scores: CSS=-3.14, Synergy_ZIP=4.61, Synergy_Bliss=4.25, Synergy_Loewe=-0.663, Synergy_HSA=0.142.